This data is from Peptide-MHC class I binding affinity with 185,985 pairs from IEDB/IMGT. The task is: Regression. Given a peptide amino acid sequence and an MHC pseudo amino acid sequence, predict their binding affinity value. This is MHC class I binding data. (1) The peptide sequence is WMACHSAAF. The MHC is HLA-C06:02 with pseudo-sequence HLA-C06:02. The binding affinity (normalized) is 0.0847. (2) The binding affinity (normalized) is 0.874. The MHC is HLA-A02:02 with pseudo-sequence HLA-A02:02. The peptide sequence is GLSQFTQTV. (3) The peptide sequence is GLVDEQQKV. The MHC is HLA-A02:01 with pseudo-sequence HLA-A02:01. The binding affinity (normalized) is 0.384. (4) The peptide sequence is MLSSFGWIY. The MHC is HLA-B38:01 with pseudo-sequence HLA-B38:01. The binding affinity (normalized) is 0.0847. (5) The peptide sequence is KHDEEFCDM. The MHC is HLA-A02:01 with pseudo-sequence HLA-A02:01. The binding affinity (normalized) is 0.0847. (6) The peptide sequence is IRFPKTFGW. The MHC is Gogo-B0101 with pseudo-sequence Gogo-B0101. The binding affinity (normalized) is 0.686. (7) The peptide sequence is RYMSKTYNF. The MHC is HLA-B51:01 with pseudo-sequence HLA-B51:01. The binding affinity (normalized) is 0.0847. (8) The peptide sequence is KLGNLLLLI. The MHC is HLA-A02:01 with pseudo-sequence HLA-A02:01. The binding affinity (normalized) is 1.00. (9) The peptide sequence is KTPVIVVPVI. The MHC is HLA-A02:03 with pseudo-sequence HLA-A02:03. The binding affinity (normalized) is 0.193.